From a dataset of Full USPTO retrosynthesis dataset with 1.9M reactions from patents (1976-2016). Predict the reactants needed to synthesize the given product. (1) Given the product [CH3:24][C:10]1([CH3:9])[CH2:15][CH2:14][CH2:13][CH:12]([CH3:16])[CH:11]1[CH2:17][CH2:18][CH:19]([OH:23])[CH2:20][CH2:21][CH3:22], predict the reactants needed to synthesize it. The reactants are: C=CC(=O)CCC.C.[CH3:9][C:10]1([CH3:24])[CH2:15][CH2:14][CH2:13][C@@H:12]([CH3:16])[C@@H:11]1[CH2:17][CH2:18][CH:19]([OH:23])[CH2:20][CH2:21][CH3:22].CC1(C)CCC[C@H](C)[C@@H]1CCC(O)CCC. (2) Given the product [CH:1]1([N:6]2[CH2:12][C:11]3([CH2:15][CH2:14][CH2:13]3)[C:10](=[O:16])[N:9]([CH3:17])[C:8]3[CH:18]=[N:19][C:20]([NH:22][C:23]4[CH:31]=[CH:30][C:26]([C:27]([NH:34][C@H:35]5[CH2:40][CH2:39][CH2:38][NH:37][CH2:36]5)=[O:28])=[CH:25][C:24]=4[O:32][CH3:33])=[N:21][C:7]2=3)[CH2:5][CH2:4][CH2:3][CH2:2]1, predict the reactants needed to synthesize it. The reactants are: [CH:1]1([N:6]2[CH2:12][C:11]3([CH2:15][CH2:14][CH2:13]3)[C:10](=[O:16])[N:9]([CH3:17])[C:8]3[CH:18]=[N:19][C:20]([NH:22][C:23]4[CH:31]=[CH:30][C:26]([C:27](O)=[O:28])=[CH:25][C:24]=4[O:32][CH3:33])=[N:21][C:7]2=3)[CH2:5][CH2:4][CH2:3][CH2:2]1.[NH2:34][C@H:35]1[CH2:40][CH2:39][CH2:38][N:37](C(OC(C)(C)C)=O)[CH2:36]1. (3) Given the product [CH3:1][O:2][C:3](=[O:27])[CH:4]([NH:15][C:16](=[O:26])[C:17]1[C:18]([CH3:25])=[CH:19][C:20]([CH3:24])=[CH:21][C:22]=1[CH3:23])[CH2:5][C:6]1[CH:7]=[CH:8][C:9]([N:12]2[CH:33]=[C:32]([CH:31]=[O:30])[N:14]=[N:13]2)=[CH:10][CH:11]=1, predict the reactants needed to synthesize it. The reactants are: [CH3:1][O:2][C:3](=[O:27])[CH:4]([NH:15][C:16](=[O:26])[C:17]1[C:22]([CH3:23])=[CH:21][C:20]([CH3:24])=[CH:19][C:18]=1[CH3:25])[CH2:5][C:6]1[CH:11]=[CH:10][C:9]([N:12]=[N+:13]=[N-:14])=[CH:8][CH:7]=1.C([O:30][CH:31](OCC)[C:32]#[CH:33])C. (4) Given the product [F:11][C:12]1[CH:21]=[CH:20][C:19]([C:2]#[C:1][C:3]2[CH:4]=[N:5][CH:6]=[C:7]([O:9][CH3:10])[CH:8]=2)=[CH:18][C:13]=1[C:14]([NH:16][CH3:17])=[O:15], predict the reactants needed to synthesize it. The reactants are: [C:1]([C:3]1[CH:4]=[N:5][CH:6]=[C:7]([O:9][CH3:10])[CH:8]=1)#[CH:2].[F:11][C:12]1[CH:21]=[CH:20][C:19](I)=[CH:18][C:13]=1[C:14]([NH:16][CH3:17])=[O:15].C(N(CC)CC)C. (5) Given the product [Si:1]([O:8][C:9]1[CH:10]=[CH:11][CH:12]=[C:13]2[C:18]=1[N:17]=[C:16]([C:19]1[N:26]3[CH:27]=[C:22]([F:21])[CH:23]=[CH:24][C:25]3=[N:28][N:29]=1)[CH:15]=[CH:14]2)([C:4]([CH3:7])([CH3:6])[CH3:5])([CH3:3])[CH3:2], predict the reactants needed to synthesize it. The reactants are: [Si:1]([O:8][C:9]1[CH:10]=[CH:11][CH:12]=[C:13]2[C:18]=1[N:17]=[C:16]([CH:19]=O)[CH:15]=[CH:14]2)([C:4]([CH3:7])([CH3:6])[CH3:5])([CH3:3])[CH3:2].[F:21][C:22]1[CH:23]=[CH:24][C:25]([NH:28][NH2:29])=[N:26][CH:27]=1.C(O)(=O)C.C(O)(=O)C.IC1C=CC=CC=1. (6) Given the product [Br:1][C:2]1[C:3]([C:7]2[CH:8]=[CH:9][C:10]([F:13])=[CH:11][CH:12]=2)=[N:4][N:5]([CH2:17][CH2:18][O:19][CH3:20])[CH:6]=1.[Br:1][C:2]1[CH:6]=[N:5][N:4]([CH2:17][CH2:18][O:19][CH3:20])[C:3]=1[C:7]1[CH:8]=[CH:9][C:10]([F:13])=[CH:11][CH:12]=1, predict the reactants needed to synthesize it. The reactants are: [Br:1][C:2]1[C:3]([C:7]2[CH:12]=[CH:11][C:10]([F:13])=[CH:9][CH:8]=2)=[N:4][NH:5][CH:6]=1.[H-].[Na+].Br[CH2:17][CH2:18][O:19][CH3:20].C(O)(=O)C.